From a dataset of Forward reaction prediction with 1.9M reactions from USPTO patents (1976-2016). Predict the product of the given reaction. (1) Given the reactants C([O-])(O)=O.[Na+].[O-]S([O-])=O.[Na+].[Na+].[Cl:12][C:13]1[C:17]([S:18](Cl)(=[O:20])=[O:19])=[CH:16][N:15]([CH3:22])[N:14]=1.Br.Br[CH2:25][C:26]1[CH:31]=[CH:30][N:29]=[CH:28][CH:27]=1, predict the reaction product. The product is: [Cl:12][C:13]1[C:17]([S:18]([CH2:25][C:26]2[CH:31]=[CH:30][N:29]=[CH:28][CH:27]=2)(=[O:20])=[O:19])=[CH:16][N:15]([CH3:22])[N:14]=1. (2) The product is: [Br:1][C:2]1[CH:3]=[N:4][N:5]([CH3:16])[C:6]=1[C:7]1[CH:8]=[C:9]([C:13]([NH:17][C@@H:18]([CH2:31][C:32]2[CH:37]=[CH:36][CH:35]=[C:34]([C:38]([F:41])([F:39])[F:40])[CH:33]=2)[CH2:19][N:20]2[C:21](=[O:30])[C:22]3[C:27](=[CH:26][CH:25]=[CH:24][CH:23]=3)[C:28]2=[O:29])=[O:15])[S:10][C:11]=1[CH3:12]. Given the reactants [Br:1][C:2]1[CH:3]=[N:4][N:5]([CH3:16])[C:6]=1[C:7]1[CH:8]=[C:9]([C:13]([OH:15])=O)[S:10][C:11]=1[CH3:12].[NH2:17][C@@H:18]([CH2:31][C:32]1[CH:37]=[CH:36][CH:35]=[C:34]([C:38]([F:41])([F:40])[F:39])[CH:33]=1)[CH2:19][N:20]1[C:28](=[O:29])[C:27]2[C:22](=[CH:23][CH:24]=[CH:25][CH:26]=2)[C:21]1=[O:30].CC(OC(N[C@H](C(O)=O)CC1C=CC=CC=1C(F)(F)F)=O)(C)C.C1CN([P+](Br)(N2CCCC2)N2CCCC2)CC1.F[P-](F)(F)(F)(F)F.CCN(C(C)C)C(C)C, predict the reaction product. (3) The product is: [CH3:1][N:2]1[CH2:6][CH2:5][CH2:4][C@H:3]1[C:7]([NH:16][C:15]1[CH:17]=[CH:18][CH:19]=[C:13]([N+:10]([O-:12])=[O:11])[CH:14]=1)=[O:9]. Given the reactants [CH3:1][N:2]1[CH2:6][CH2:5][CH2:4][C@H:3]1[C:7]([OH:9])=O.[N+:10]([C:13]1[CH:14]=[C:15]([CH:17]=[CH:18][CH:19]=1)[NH2:16])([O-:12])=[O:11].CN(C(ON1N=NC2C=CC=NC1=2)=[N+](C)C)C.F[P-](F)(F)(F)(F)F.CCOC(C)=O, predict the reaction product.